This data is from Experimentally validated miRNA-target interactions with 360,000+ pairs, plus equal number of negative samples. The task is: Binary Classification. Given a miRNA mature sequence and a target amino acid sequence, predict their likelihood of interaction. The miRNA is rno-miR-27b-3p with sequence UUCACAGUGGCUAAGUUCUGC. The protein sequence of the target gene is MAGIFYFILFSFLFGICDAVTGSRVYPANEVTLLDSRSVQGELGWIASPLEGGWEEVSIMDEKNTPIRTYQVCNVMEASQNNWLRTDWITREGAQRVYIEIKFTLRDCNSLPGVMGTCKETFNLYYYESDNDKERFIRESQFGKIDTIAADESFTQVDIGDRIMKLNTEIRDVGPLSKKGFYLAFQDVGACIALVSVRVFYKKCPLTVRNLAQFPDTITGADTSSLVEVRGSCVNNSEEKDVPKMYCGADGEWLVPIGNCLCNAGHEEQNGECQACKIGYYKALSTDASCAKCPPHSYSV.... Result: 0 (no interaction).